Dataset: Full USPTO retrosynthesis dataset with 1.9M reactions from patents (1976-2016). Task: Predict the reactants needed to synthesize the given product. (1) Given the product [Br:9][C:10]1[CH:22]=[CH:21][C:20]([O:23][CH3:24])=[CH:19][C:11]=1[CH2:12][CH:13]1[CH2:14][CH2:15][N:16]([C:36](=[O:37])[CH2:35][C:25]2([CH2:31][C:32]([OH:34])=[O:33])[CH2:30][CH2:29][CH2:28][CH2:27][CH2:26]2)[CH2:17][CH2:18]1, predict the reactants needed to synthesize it. The reactants are: C(N(CC)CC)C.Cl.[Br:9][C:10]1[CH:22]=[CH:21][C:20]([O:23][CH3:24])=[CH:19][C:11]=1[CH2:12][CH:13]1[CH2:18][CH2:17][NH:16][CH2:15][CH2:14]1.[C:25]1([CH2:35][C:36](O)=[O:37])([CH2:31][C:32]([OH:34])=[O:33])[CH2:30][CH2:29][CH2:28][CH2:27][CH2:26]1.ON1C2C=CC=CC=2N=N1.Cl.C(N=C=NCCCN(C)C)C. (2) Given the product [ClH:37].[C:1]([NH:6][C:7]1[S:8][C:9]2[CH:15]=[C:14]([O:16][S:17]([C:20]3[CH:25]=[CH:24][C:23]([NH:33][CH2:32][CH2:31][N:30]([CH:34]([CH3:36])[CH3:35])[CH:27]([CH3:29])[CH3:28])=[CH:22][CH:21]=3)(=[O:19])=[O:18])[CH:13]=[CH:12][C:10]=2[N:11]=1)(=[O:5])[CH2:2][CH2:3][CH3:4], predict the reactants needed to synthesize it. The reactants are: [C:1]([NH:6][C:7]1[S:8][C:9]2[CH:15]=[C:14]([O:16][S:17]([C:20]3[CH:25]=[CH:24][C:23](F)=[CH:22][CH:21]=3)(=[O:19])=[O:18])[CH:13]=[CH:12][C:10]=2[N:11]=1)(=[O:5])[CH2:2][CH2:3][CH3:4].[CH:27]([N:30]([CH:34]([CH3:36])[CH3:35])[CH2:31][CH2:32][NH2:33])([CH3:29])[CH3:28].[ClH:37]. (3) The reactants are: [NH2:1][C:2]1[C:3]([C:7]2[N:8]([C:16]3[CH:17]=[C:18]([OH:22])[CH:19]=[CH:20][CH:21]=3)[C:9]3[CH:14]=[CH:13][N:12]=[CH:11][C:10]=3[N:15]=2)=[N:4][O:5][N:6]=1.[CH3:23][N:24]1[CH2:29][CH2:28][CH:27](O)[CH2:26][CH2:25]1. Given the product [CH3:23][N:24]1[CH2:29][CH2:28][CH:27]([O:22][C:18]2[CH:17]=[C:16]([N:8]3[C:9]4[CH:14]=[CH:13][N:12]=[CH:11][C:10]=4[N:15]=[C:7]3[C:3]3[C:2]([NH2:1])=[N:6][O:5][N:4]=3)[CH:21]=[CH:20][CH:19]=2)[CH2:26][CH2:25]1, predict the reactants needed to synthesize it. (4) Given the product [CH2:1]([N:8]1[C:12]2[CH:13]=[C:14]3[C:18](=[CH:19][C:11]=2[NH:10][C:9]1=[O:21])[N:17]([C:23]([O:25][C:26]([CH3:29])([CH3:28])[CH3:27])=[O:22])[N:16]=[C:15]3[I:20])[C:2]1[CH:7]=[CH:6][CH:5]=[CH:4][CH:3]=1, predict the reactants needed to synthesize it. The reactants are: [CH2:1]([N:8]1[C:12]2[CH:13]=[C:14]3[C:18](=[CH:19][C:11]=2[NH:10][C:9]1=[O:21])[NH:17][N:16]=[C:15]3[I:20])[C:2]1[CH:7]=[CH:6][CH:5]=[CH:4][CH:3]=1.[O:22](C(OC(C)(C)C)=O)[C:23]([O:25][C:26]([CH3:29])([CH3:28])[CH3:27])=O.